This data is from Peptide-MHC class I binding affinity with 185,985 pairs from IEDB/IMGT. The task is: Regression. Given a peptide amino acid sequence and an MHC pseudo amino acid sequence, predict their binding affinity value. This is MHC class I binding data. (1) The peptide sequence is SHGIDVTDL. The MHC is HLA-A69:01 with pseudo-sequence HLA-A69:01. The binding affinity (normalized) is 0.0847. (2) The peptide sequence is FIFLQMALLY. The MHC is Mamu-B17 with pseudo-sequence Mamu-B17. The binding affinity (normalized) is 0.209. (3) The peptide sequence is AVFKDSFLRK. The MHC is HLA-A31:01 with pseudo-sequence HLA-A31:01. The binding affinity (normalized) is 0.475. (4) The peptide sequence is ATLMKTSCSK. The binding affinity (normalized) is 0. The MHC is HLA-A02:01 with pseudo-sequence HLA-A02:01. (5) The peptide sequence is LMAEDLANV. The MHC is HLA-A01:01 with pseudo-sequence HLA-A01:01. The binding affinity (normalized) is 0.0847. (6) The peptide sequence is GMFNMLSTV. The MHC is HLA-A02:01 with pseudo-sequence HLA-A02:01. The binding affinity (normalized) is 0.776.